Regression. Given a peptide amino acid sequence and an MHC pseudo amino acid sequence, predict their binding affinity value. This is MHC class II binding data. From a dataset of Peptide-MHC class II binding affinity with 134,281 pairs from IEDB. (1) The peptide sequence is GWIISNIFGAIPVLG. The MHC is HLA-DPA10201-DPB11401 with pseudo-sequence HLA-DPA10201-DPB11401. The binding affinity (normalized) is 0.227. (2) The peptide sequence is AVFEAALTKAITAMT. The MHC is DRB1_0301 with pseudo-sequence DRB1_0301. The binding affinity (normalized) is 0. (3) The peptide sequence is YDKFFANVSTVLTGK. The MHC is DRB1_0405 with pseudo-sequence DRB1_0405. The binding affinity (normalized) is 0.153. (4) The peptide sequence is EKFYFAATQFEPLAA. The MHC is HLA-DPA10201-DPB11401 with pseudo-sequence HLA-DPA10201-DPB11401. The binding affinity (normalized) is 0.744.